From a dataset of Full USPTO retrosynthesis dataset with 1.9M reactions from patents (1976-2016). Predict the reactants needed to synthesize the given product. Given the product [Si:5]([O:18][CH2:17][C@H:14]1[O:13][C@@H:12]([N:19]2[CH:26]=[CH:25][C:23]([NH2:24])=[N:22][C:20]2=[O:21])[C:11]([F:10])([F:27])[C@@H:15]1[OH:16])([C:2]([CH3:4])([CH3:3])[CH3:1])([CH3:7])[CH3:6], predict the reactants needed to synthesize it. The reactants are: [CH3:1][C:2]([Si:5](Cl)([CH3:7])[CH3:6])([CH3:4])[CH3:3].Cl.[F:10][C:11]1([F:27])[C@H:15]([OH:16])[C@@H:14]([CH2:17][OH:18])[O:13][C@H:12]1[N:19]1[CH:26]=[CH:25][C:23]([NH2:24])=[N:22][C:20]1=[O:21].